Predict the reactants needed to synthesize the given product. From a dataset of Full USPTO retrosynthesis dataset with 1.9M reactions from patents (1976-2016). (1) Given the product [C:22]([C:21]1[CH:24]=[CH:25][C:18]([C:16](=[O:17])[CH:15]([NH:14][C:6]([N:40]2[CH2:41][CH2:42][N:37]([C:35]3[CH:34]=[CH:33][CH:32]=[C:31]([CH3:30])[N:36]=3)[CH2:38][CH2:39]2)=[O:12])[C:26]([CH3:29])([CH3:28])[CH3:27])=[CH:19][CH:20]=1)#[N:23], predict the reactants needed to synthesize it. The reactants are: ClC(O[C:6](=[O:12])OC(Cl)(Cl)Cl)(Cl)Cl.Cl.[NH2:14][CH:15]([C:26]([CH3:29])([CH3:28])[CH3:27])[C:16]([C:18]1[CH:25]=[CH:24][C:21]([C:22]#[N:23])=[CH:20][CH:19]=1)=[O:17].[CH3:30][C:31]1[N:36]=[C:35]([N:37]2[CH2:42][CH2:41][NH:40][CH2:39][CH2:38]2)[CH:34]=[CH:33][CH:32]=1. (2) Given the product [CH2:52]([N:29]([CH2:27][CH3:28])[C:30](=[O:51])[C:31]1[CH:32]=[CH:33][C:34]([N:37]([CH2:44][C:45]2[CH:46]=[CH:47][CH:48]=[CH:49][CH:50]=2)[CH:38]2[CH2:43][CH2:42][N:41]([CH2:6][CH:5]=[CH2:4])[CH2:40][CH2:39]2)=[CH:35][CH:36]=1)[CH3:53], predict the reactants needed to synthesize it. The reactants are: C(N(CC)[C:4](=O)[C:5]1C=CC(N(C2C=CC=CC=2)C2CCNCC2)=C[CH:6]=1)C.[CH2:27]([N:29]([CH2:52][CH3:53])[C:30](=[O:51])[C:31]1[CH:36]=[CH:35][C:34]([N:37]([CH2:44][C:45]2[CH:50]=[CH:49][CH:48]=[CH:47][CH:46]=2)[CH:38]2[CH2:43][CH2:42][NH:41][CH2:40][CH2:39]2)=[CH:33][CH:32]=1)[CH3:28].C(=O)([O-])[O-].[K+].[K+].C(Br)C=C. (3) Given the product [CH2:10]([NH:12][C:13]1[CH:18]=[CH:17][CH:16]=[CH:15][CH:14]=1)[CH3:11].[CH3:19][NH:20][C:21]1[CH:26]=[CH:25][CH:24]=[CH:23][CH:22]=1.[CH2:1]=[O:7].[C:1]1([OH:7])[CH:6]=[CH:5][CH:4]=[CH:3][CH:2]=1, predict the reactants needed to synthesize it. The reactants are: [C:1]1([OH:7])[CH:6]=[CH:5][CH:4]=[CH:3][CH:2]=1.C=O.[CH2:10]([NH:12][C:13]1[CH:18]=[CH:17][CH:16]=[CH:15][CH:14]=1)[CH3:11].[CH3:19][NH:20][C:21]1[CH:26]=[CH:25][CH:24]=[CH:23][CH:22]=1. (4) Given the product [CH3:1][N:2]1[C:10]2[C:5](=[CH:6][CH:7]=[CH:8][CH:9]=2)[CH2:4][CH2:3]1, predict the reactants needed to synthesize it. The reactants are: [CH3:1][N:2]1[C:10]2[C:5](=[CH:6][CH:7]=[CH:8][CH:9]=2)[CH:4]=[CH:3]1.[BH4-].[Na+].C([O-])([O-])=O.[Na+].[Na+]. (5) Given the product [OH:35][CH2:34][CH:33]([NH:32][C:21]([C:20]1[C:14]2[C:15](=[N:16][CH:17]=[C:12]([C:6]3[C:5]4[C:9](=[CH:10][C:2]([Cl:1])=[CH:3][CH:4]=4)[N:8]([CH3:11])[N:7]=3)[N:13]=2)[N:18]([CH2:24][O:25][CH2:26][CH2:27][Si:28]([CH3:31])([CH3:29])[CH3:30])[CH:19]=1)=[O:23])[CH2:36][OH:37], predict the reactants needed to synthesize it. The reactants are: [Cl:1][C:2]1[CH:10]=[C:9]2[C:5]([C:6]([C:12]3[N:13]=[C:14]4[C:20]([C:21]([OH:23])=O)=[CH:19][N:18]([CH2:24][O:25][CH2:26][CH2:27][Si:28]([CH3:31])([CH3:30])[CH3:29])[C:15]4=[N:16][CH:17]=3)=[N:7][N:8]2[CH3:11])=[CH:4][CH:3]=1.[NH2:32][CH:33]([CH2:36][OH:37])[CH2:34][OH:35].CN(C(ON1N=NC2C=CC=CC1=2)=[N+](C)C)C.F[P-](F)(F)(F)(F)F.C1C=CC2N(O)N=NC=2C=1.C(N(CC)C(C)C)(C)C. (6) Given the product [C:4]([C:6]1[CH:11]=[CH:10][C:9](=[O:12])[N:8]([CH3:13])[CH:7]=1)(=[O:5])[CH3:18], predict the reactants needed to synthesize it. The reactants are: CON(C)[C:4]([C:6]1[CH:11]=[CH:10][C:9](=[O:12])[N:8]([CH3:13])[CH:7]=1)=[O:5].C[Li].Cl[CH2:18]Cl. (7) Given the product [OH:1][C:2]1([C:9]2[S:10][CH:11]=[N:12][N:13]=2)[CH2:7][CH2:6][CH:5]([N:14]2[CH2:17][CH:16]([NH:18][C:19]([CH2:21][NH:22][C:23](=[O:34])[C:24]3[CH:29]=[CH:28][CH:27]=[C:26]([C:30]([F:33])([F:31])[F:32])[CH:25]=3)=[O:20])[CH2:15]2)[CH2:4][CH2:3]1, predict the reactants needed to synthesize it. The reactants are: [OH:1][C:2]1([C:9]2[S:10][CH:11]=[N:12][N:13]=2)[CH2:7][CH2:6][C:5](=O)[CH2:4][CH2:3]1.[NH:14]1[CH2:17][CH:16]([NH:18][C:19]([CH2:21][NH:22][C:23](=[O:34])[C:24]2[CH:29]=[CH:28][CH:27]=[C:26]([C:30]([F:33])([F:32])[F:31])[CH:25]=2)=[O:20])[CH2:15]1. (8) Given the product [CH:8]1([N:12]2[CH2:13][CH2:14][CH:15]([O:18][C:19]3[CH:28]=[CH:27][C:26]4[CH2:25][N:24]([CH3:2])[CH2:23][CH2:22][C:21]=4[N:20]=3)[CH2:16][CH2:17]2)[CH2:11][CH2:10][CH2:9]1, predict the reactants needed to synthesize it. The reactants are: F[C:2](F)(F)C(O)=O.[CH:8]1([N:12]2[CH2:17][CH2:16][CH:15]([O:18][C:19]3[CH:28]=[CH:27][C:26]4[CH2:25][NH:24][CH2:23][CH2:22][C:21]=4[N:20]=3)[CH2:14][CH2:13]2)[CH2:11][CH2:10][CH2:9]1.C=O.C(N(CC)CC)C. (9) Given the product [C:9]([NH:8][CH2:7][CH2:6][CH2:5][S:2]([O:25][CH2:24][C:23]([CH3:27])([CH3:26])[CH2:22][CH2:21][CH2:20][NH:19][C:17]([O:16][C:12]([CH3:15])([CH3:14])[CH3:13])=[O:18])(=[O:4])=[O:3])(=[O:11])[CH3:10], predict the reactants needed to synthesize it. The reactants are: Cl[S:2]([CH2:5][CH2:6][CH2:7][NH:8][C:9](=[O:11])[CH3:10])(=[O:4])=[O:3].[C:12]([O:16][C:17]([NH:19][CH2:20][CH2:21][CH2:22][C:23]([CH3:27])([CH3:26])[CH2:24][OH:25])=[O:18])([CH3:15])([CH3:14])[CH3:13].C(N(CC)CC)C. (10) Given the product [Br:17][C:18]1[CH:23]=[C:22]([O:14][CH2:13][CH:10]2[CH2:11][CH2:12][NH:8][CH2:9]2)[CH:21]=[N:20][CH:19]=1, predict the reactants needed to synthesize it. The reactants are: C([N:8]1[CH2:12][CH2:11][CH:10]([CH2:13][OH:14])[CH2:9]1)C1C=CC=CC=1.[H-].[Na+].[Br:17][C:18]1[CH:19]=[N:20][CH:21]=[C:22](Br)[CH:23]=1.O.